This data is from Forward reaction prediction with 1.9M reactions from USPTO patents (1976-2016). The task is: Predict the product of the given reaction. (1) Given the reactants [Cl:1][C:2]1[C:3]([N:8]2[C:12]([C:13](Cl)=[O:14])=[CH:11][C:10]([C:16]([F:19])([F:18])[F:17])=[N:9]2)=[N:4][CH:5]=[CH:6][CH:7]=1.[NH2:20][C:21]1[C:29]([CH3:30])=[CH:28][C:27]([Cl:31])=[CH:26][C:22]=1[C:23](O)=[O:24].C(N(CC)CC)C.CS(Cl)(=O)=O, predict the reaction product. The product is: [Cl:31][C:27]1[CH:28]=[C:29]([CH3:30])[C:21]2[N:20]=[C:13]([C:12]3[N:8]([C:3]4[C:2]([Cl:1])=[CH:7][CH:6]=[CH:5][N:4]=4)[N:9]=[C:10]([C:16]([F:19])([F:18])[F:17])[CH:11]=3)[O:14][C:23](=[O:24])[C:22]=2[CH:26]=1. (2) Given the reactants [C:1]([O:9][CH2:10]C)(=O)[CH2:2][C:3]([O:5]CC)=O.[CH3:12][O:13]CCBr.[NH2:17][C:18]1[CH:23]=[CH:22][C:21]([CH3:24])=[CH:20][N:19]=1, predict the reaction product. The product is: [OH:5][CH:3]([CH2:2][CH2:1][O:9][CH3:10])[C:12]([NH:17][C:18]1[CH:23]=[CH:22][C:21]([CH3:24])=[CH:20][N:19]=1)=[O:13]. (3) Given the reactants [CH2:1]([N:3](CC)[C:4](=[O:32])[CH:5]([CH2:22][C:23]1[CH:28]=[CH:27][C:26]([N+:29]([O-:31])=[O:30])=[CH:25][CH:24]=1)[C:6]([NH:8][S:9]([C:12]1[CH:21]=[CH:20][C:19]2[C:14](=[CH:15][CH:16]=[CH:17][CH:18]=2)[CH:13]=1)(=[O:11])=[O:10])=[O:7])[CH3:2], predict the reaction product. The product is: [CH2:1]([NH:3][C:4](=[O:32])[CH:5]([CH2:22][C:23]1[CH:24]=[CH:25][C:26]([N+:29]([O-:31])=[O:30])=[CH:27][CH:28]=1)[C:6]([NH:8][S:9]([C:12]1[CH:21]=[CH:20][C:19]2[C:14](=[CH:15][CH:16]=[CH:17][CH:18]=2)[CH:13]=1)(=[O:10])=[O:11])=[O:7])[CH3:2].